From a dataset of Full USPTO retrosynthesis dataset with 1.9M reactions from patents (1976-2016). Predict the reactants needed to synthesize the given product. (1) The reactants are: [NH2:1][C:2]1[CH:17]=[CH:16][C:5]([O:6][C:7]2[CH:12]=[CH:11][N:10]=[C:9]([C:13]([NH2:15])=[O:14])[CH:8]=2)=[C:4]([F:18])[CH:3]=1.Cl.N1C2=NC=CC(OC3C=CC(N[C:37]4[N:53]=[CH:52][CH:51]=[CH:50][C:38]=4[C:39]([NH:41][C:42]4[CH:47]=[CH:46][C:45]([F:48])=[CH:44][C:43]=4[F:49])=[O:40])=CC=3F)=C2C=C1. Given the product [C:13]([C:9]1[CH:8]=[C:7]([O:6][C:5]2[CH:16]=[CH:17][C:2]([NH:1][C:37]3[N:53]=[CH:52][CH:51]=[CH:50][C:38]=3[C:39]([NH:41][C:42]3[CH:47]=[CH:46][C:45]([F:48])=[CH:44][C:43]=3[F:49])=[O:40])=[CH:3][C:4]=2[F:18])[CH:12]=[CH:11][N:10]=1)(=[O:14])[NH2:15], predict the reactants needed to synthesize it. (2) Given the product [CH2:1]([O:3][C:4]([C:6]1[C:11]([Br:14])=[N:10][CH:9]=[C:8]([CH3:13])[N:7]=1)=[O:5])[CH3:2], predict the reactants needed to synthesize it. The reactants are: [CH2:1]([O:3][C:4]([C:6]1[C:11](N)=[N:10][CH:9]=[C:8]([CH3:13])[N:7]=1)=[O:5])[CH3:2].[BrH:14].N#N.C([O-])([O-])=O.[Na+].[Na+]. (3) Given the product [CH3:1][N:2]1[CH2:6][CH2:5][CH2:4][C@H:3]1[C:7]1[CH:8]=[C:9]([O:13][CH2:14][CH2:15][NH2:16])[CH:10]=[N:11][CH:12]=1, predict the reactants needed to synthesize it. The reactants are: [CH3:1][N:2]1[CH2:6][CH2:5][CH2:4][C@H:3]1[C:7]1[CH:8]=[C:9]([O:13][CH2:14][CH2:15][NH:16]C(=O)OC(C)(C)C)[CH:10]=[N:11][CH:12]=1.C(Cl)Cl. (4) Given the product [C:1]([O:5][C:6]([N:8]1[CH2:13][CH2:12][N:11]([C:15]2[CH:22]=[CH:21][C:20]([N+:23]([O-:25])=[O:24])=[CH:19][C:16]=2[C:17]#[N:18])[CH2:10][CH2:9]1)=[O:7])([CH3:4])([CH3:2])[CH3:3], predict the reactants needed to synthesize it. The reactants are: [C:1]([O:5][C:6]([N:8]1[CH2:13][CH2:12][NH:11][CH2:10][CH2:9]1)=[O:7])([CH3:4])([CH3:3])[CH3:2].F[C:15]1[CH:22]=[CH:21][C:20]([N+:23]([O-:25])=[O:24])=[CH:19][C:16]=1[C:17]#[N:18].C([O-])([O-])=O.[K+].[K+]. (5) Given the product [Cl:1][C:2]1[CH:3]=[CH:4][C:5]([CH:8]([C:10]([CH2:18][CH2:19][F:20])([C:11]#[N:12])[C:13]#[N:14])[CH3:9])=[CH:6][CH:7]=1, predict the reactants needed to synthesize it. The reactants are: [Cl:1][C:2]1[CH:7]=[CH:6][C:5]([CH:8]([CH:10]([C:13]#[N:14])[C:11]#[N:12])[CH3:9])=[CH:4][CH:3]=1.[H-].[Na+].Br[CH2:18][CH2:19][F:20].